From a dataset of Catalyst prediction with 721,799 reactions and 888 catalyst types from USPTO. Predict which catalyst facilitates the given reaction. (1) Reactant: CS([C:5]1[N:10]=[C:9]([C:11]2[N:15]3[CH:16]=[CH:17][CH:18]=[CH:19][C:14]3=[N:13][C:12]=2[C:20]2[CH:25]=[CH:24][CH:23]=[C:22]([CH3:26])[N:21]=2)[CH:8]=[CH:7][N:6]=1)(=O)=O.[NH2:27][CH2:28][CH2:29][NH:30][C:31](=[O:33])[CH3:32]. Product: [CH3:26][C:22]1[N:21]=[C:20]([C:12]2[N:13]=[C:14]3[CH:19]=[CH:18][CH:17]=[CH:16][N:15]3[C:11]=2[C:9]2[CH:8]=[CH:7][N:6]=[C:5]([NH:27][CH2:28][CH2:29][NH:30][C:31](=[O:33])[CH3:32])[N:10]=2)[CH:25]=[CH:24][CH:23]=1. The catalyst class is: 23. (2) Reactant: Cl.[N:2]([CH2:5][C:6]1([C:19]([O:21][CH3:22])=[O:20])[CH2:11][CH2:10][N:9](C(OC(C)(C)C)=O)[CH2:8][CH2:7]1)=[N+:3]=[N-:4]. Product: [N:2]([CH2:5][C:6]1([C:19]([O:21][CH3:22])=[O:20])[CH2:11][CH2:10][NH:9][CH2:8][CH2:7]1)=[N+:3]=[N-:4]. The catalyst class is: 12. (3) Reactant: [Cl:1][C:2]1[CH:3]=[C:4]([C:12]2[O:16][N:15]=[C:14]([C:17]3[CH:18]=[CH:19][CH:20]=[C:21]4[C:25]=3[N:24]([CH3:26])[CH:23]=[C:22]4[CH2:27][CH:28]=O)[N:13]=2)[CH:5]=[CH:6][C:7]=1[O:8][CH:9]([CH3:11])[CH3:10].[NH:30]1[CH2:37][CH2:36][CH2:35][C@H:31]1[C:32]([OH:34])=[O:33].C(O)(=O)C.C(O[BH-](OC(=O)C)OC(=O)C)(=O)C.[Na+]. Product: [Cl:1][C:2]1[CH:3]=[C:4]([C:12]2[O:16][N:15]=[C:14]([C:17]3[CH:18]=[CH:19][CH:20]=[C:21]4[C:25]=3[N:24]([CH3:26])[CH:23]=[C:22]4[CH2:27][CH2:28][N:30]3[CH2:37][CH2:36][CH2:35][C@H:31]3[C:32]([OH:34])=[O:33])[N:13]=2)[CH:5]=[CH:6][C:7]=1[O:8][CH:9]([CH3:10])[CH3:11]. The catalyst class is: 2. (4) Reactant: [O:1]=[C:2]1[C:7]2=[CH:8][C:9]3[CH:10]=[CH:11][C:12]([C:15](O)=[O:16])=[CH:13][C:14]=3[N:6]2[C:5]2([CH2:20][CH2:19][CH2:18]2)[CH2:4][NH:3]1.CCN=C=NCCCN(C)C.Cl.Cl.[CH3:34][C:35]1([CH3:46])[CH2:40][O:39][C:38]2[CH:41]=[CH:42][C:43]([NH2:45])=[CH:44][C:37]=2[NH:36]1. Product: [CH3:34][C:35]1([CH3:46])[CH2:40][O:39][C:38]2[CH:41]=[CH:42][C:43]([NH:45][C:15]([C:12]3[CH:11]=[CH:10][C:9]4[CH:8]=[C:7]5[C:2](=[O:1])[NH:3][CH2:4][C:5]6([CH2:18][CH2:19][CH2:20]6)[N:6]5[C:14]=4[CH:13]=3)=[O:16])=[CH:44][C:37]=2[NH:36]1. The catalyst class is: 808. (5) Reactant: [Cl:1][C:2]1[CH:7]=[CH:6][C:5]([O:8]C)=[CH:4][C:3]=1[CH:10]([CH3:24])[C:11]([C:17]1[CH:22]=[CH:21][N:20]=[C:19]([Cl:23])[CH:18]=1)([OH:16])[C:12]([F:15])([F:14])[F:13].B(Br)(Br)Br. Product: [Cl:1][C:2]1[CH:7]=[CH:6][C:5]([OH:8])=[CH:4][C:3]=1[CH:10]([CH3:24])[C:11]([C:17]1[CH:22]=[CH:21][N:20]=[C:19]([Cl:23])[CH:18]=1)([OH:16])[C:12]([F:15])([F:14])[F:13]. The catalyst class is: 2.